From a dataset of Forward reaction prediction with 1.9M reactions from USPTO patents (1976-2016). Predict the product of the given reaction. (1) Given the reactants O([C:9]1[CH:10]=[C:11]2[C:15](=[CH:16][CH:17]=1)[N:14]([S:18]([C:21]1[CH:27]=[CH:26][C:24]([CH3:25])=[CH:23][CH:22]=1)(=[O:20])=[O:19])[CH:13]=[CH:12]2)S(C(F)(F)F)(=O)=O.C(N(C(C)C)C(C)C)C.[CH:37]1[CH2:41][CH2:40][CH2:39][CH:38]=1, predict the reaction product. The product is: [S:18]([N:14]1[C:15]2[C:11](=[CH:10][C:9]([C@H:41]3[CH2:40][CH2:39][CH:38]=[CH:37]3)=[CH:17][CH:16]=2)[CH:12]=[CH:13]1)([C:21]1[CH:27]=[CH:26][C:24]([CH3:25])=[CH:23][CH:22]=1)(=[O:20])=[O:19]. (2) Given the reactants [H-].[Na+].N1[C:7]2=N[CH:9]=[CH:10][CH:11]=[C:6]2[CH:5]=[CH:4]1.BrCC#N.[C:16]([O:19][CH2:20]C)(=[O:18])[CH3:17].[O:22]1CCCC1, predict the reaction product. The product is: [CH3:20][O:19][C:16](=[O:18])[CH2:17][O:22][CH2:7][C:6]1[CH:11]=[CH:10][CH:9]=[CH:4][CH:5]=1. (3) Given the reactants [Br:1][C:2]1[CH:31]=[CH:30][C:5]([CH2:6][C:7]23[CH2:14][C:13](=[CH:15][C:16]([O:18]C)=[O:17])[CH2:12][N:11]2[C:10](=[O:20])[N:9]([C:21]2[CH:26]=[C:25]([Cl:27])[CH:24]=[C:23]([Cl:28])[CH:22]=2)[C:8]3=[O:29])=[CH:4][CH:3]=1.[Li+].[OH-], predict the reaction product. The product is: [Br:1][C:2]1[CH:3]=[CH:4][C:5]([CH2:6][C:7]23[CH:14]=[C:13]([CH2:15][C:16]([OH:18])=[O:17])[CH2:12][N:11]2[C:10](=[O:20])[N:9]([C:21]2[CH:22]=[C:23]([Cl:28])[CH:24]=[C:25]([Cl:27])[CH:26]=2)[C:8]3=[O:29])=[CH:30][CH:31]=1. (4) Given the reactants [CH3:1][C:2]1[CH:3]=[C:4]([N+:16]([O-])=O)[C:5]([NH:8][C:9]2[CH:10]=[C:11]([CH3:15])[CH:12]=[CH:13][CH:14]=2)=[N:6][CH:7]=1, predict the reaction product. The product is: [CH3:1][C:2]1[CH:3]=[C:4]([NH2:16])[C:5]([NH:8][C:9]2[CH:10]=[C:11]([CH3:15])[CH:12]=[CH:13][CH:14]=2)=[N:6][CH:7]=1.